The task is: Predict the reaction yield, written as a fraction of the theoretical maximum amount of product (1.0 means a 100% yield; for example, 0.34 means a 34% yield).. This data is from Buchwald-Hartwig C-N cross coupling reaction yields with 55,370 reactions. (1) The reactants are Clc1cccnc1.Cc1ccc(N)cc1.O=S(=O)(O[Pd]1c2ccccc2-c2ccccc2N~1)C(F)(F)F.CC(C)c1cc(C(C)C)c(-c2ccccc2P(C(C)(C)C)C(C)(C)C)c(C(C)C)c1.CN(C)C(=NC(C)(C)C)N(C)C.c1ccc(-c2cnoc2)cc1. No catalyst specified. The product is Cc1ccc(Nc2cccnc2)cc1. The yield is 0.125. (2) The reactants are Clc1ccccn1.Cc1ccc(N)cc1.O=S(=O)(O[Pd]1c2ccccc2-c2ccccc2N~1)C(F)(F)F.COc1ccc(OC)c(P(C(C)(C)C)C(C)(C)C)c1-c1c(C(C)C)cc(C(C)C)cc1C(C)C.CN(C)C(=NC(C)(C)C)N(C)C.c1ccc(-c2cnoc2)cc1. No catalyst specified. The product is Cc1ccc(Nc2ccccn2)cc1. The yield is 0.322. (3) The product is Cc1ccc(Nc2ccc(C(F)(F)F)cc2)cc1. The yield is 0.336. No catalyst specified. The reactants are FC(F)(F)c1ccc(Br)cc1.Cc1ccc(N)cc1.O=S(=O)(O[Pd]1c2ccccc2-c2ccccc2N~1)C(F)(F)F.COc1ccc(OC)c(P(C(C)(C)C)C(C)(C)C)c1-c1c(C(C)C)cc(C(C)C)cc1C(C)C.CN1CCCN2CCCN=C12.Cc1cc(C)on1. (4) The reactants are FC(F)(F)c1ccc(I)cc1.Cc1ccc(N)cc1.O=S(=O)(O[Pd]1c2ccccc2-c2ccccc2N~1)C(F)(F)F.COc1ccc(OC)c(P(C(C)(C)C)C(C)(C)C)c1-c1c(C(C)C)cc(C(C)C)cc1C(C)C.CN1CCCN2CCCN=C12.CCOC(=O)c1cnoc1C. No catalyst specified. The product is Cc1ccc(Nc2ccc(C(F)(F)F)cc2)cc1. The yield is 0.388. (5) The reactants are FC(F)(F)c1ccc(I)cc1.Cc1ccc(N)cc1.O=S(=O)(O[Pd]1c2ccccc2-c2ccccc2N~1)C(F)(F)F.COc1ccc(OC)c(P(C(C)(C)C)C(C)(C)C)c1-c1c(C(C)C)cc(C(C)C)cc1C(C)C.CCN=P(N=P(N(C)C)(N(C)C)N(C)C)(N(C)C)N(C)C.Cc1ccon1. No catalyst specified. The product is Cc1ccc(Nc2ccc(C(F)(F)F)cc2)cc1. The yield is 0.286. (6) The reactants are COc1ccc(Cl)cc1.Cc1ccc(N)cc1.O=S(=O)(O[Pd]1c2ccccc2-c2ccccc2N~1)C(F)(F)F.COc1ccc(OC)c(P(C(C)(C)C)C(C)(C)C)c1-c1c(C(C)C)cc(C(C)C)cc1C(C)C.CN(C)C(=NC(C)(C)C)N(C)C.Cc1cc(-c2ccccc2)on1. No catalyst specified. The product is COc1ccc(Nc2ccc(C)cc2)cc1. The yield is 0.